This data is from Full USPTO retrosynthesis dataset with 1.9M reactions from patents (1976-2016). The task is: Predict the reactants needed to synthesize the given product. (1) Given the product [F:1][C:2]1[CH:3]=[C:4]([O:13][CH3:14])[N:5]=[C:6]([C:8]2[S:9][CH:10]=[CH:11][N:12]=2)[CH:7]=1, predict the reactants needed to synthesize it. The reactants are: [F:1][C:2]1[CH:7]=[C:6]([C:8]2[S:9][CH:10]=[CH:11][N:12]=2)[N:5]=[C:4]([OH:13])[CH:3]=1.[C:14]([O-])([O-])=O.[K+].[K+].IC. (2) Given the product [CH3:1][C:2]1([CH3:38])[O:6][C@H:5]([CH2:7][N:8]2[CH:12]=[CH:11][C:10]([NH:13][C:14](=[O:37])[CH:15]([N:20]3[C:25](=[O:26])[CH:24]=[C:23]([N:45]4[C:53]5[C:48](=[C:49]([OH:54])[CH:50]=[CH:51][CH:52]=5)[CH:47]=[CH:46]4)[CH:22]=[N:21]3)[CH2:16][CH:17]([CH3:19])[CH3:18])=[N:9]2)[CH2:4][O:3]1, predict the reactants needed to synthesize it. The reactants are: [CH3:1][C:2]1([CH3:38])[O:6][C@H:5]([CH2:7][N:8]2[CH:12]=[CH:11][C:10]([NH:13][C:14](=[O:37])[CH:15]([N:20]3[C:25](=[O:26])[CH:24]=[C:23](ON4C5C=CC=CC=5N=N4)[CH:22]=[N:21]3)[CH2:16][CH:17]([CH3:19])[CH3:18])=[N:9]2)[CH2:4][O:3]1.C(=O)([O-])[O-].[Cs+].[Cs+].[NH:45]1[C:53]2[CH:52]=[CH:51][CH:50]=[C:49]([OH:54])[C:48]=2[CH:47]=[CH:46]1. (3) Given the product [F:1][C:2]1([F:11])[CH2:3][CH2:4][CH:5]([C:8]([Cl:19])=[N:9][OH:10])[CH2:6][CH2:7]1, predict the reactants needed to synthesize it. The reactants are: [F:1][C:2]1([F:11])[CH2:7][CH2:6][CH:5]([CH:8]=[N:9][OH:10])[CH2:4][CH2:3]1.C1C(=O)N([Cl:19])C(=O)C1.